From a dataset of Catalyst prediction with 721,799 reactions and 888 catalyst types from USPTO. Predict which catalyst facilitates the given reaction. (1) Reactant: [OH:1][C:2]1[CH:9]=[CH:8][C:5]([C:6]#[N:7])=[C:4]([CH3:10])[CH:3]=1.[CH3:11][O:12][CH2:13][CH2:14]Br.C(=O)([O-])[O-].[K+].[K+]. Product: [CH3:10][C:4]1[CH:3]=[C:2]([O:1][CH2:14][CH2:13][O:12][CH3:11])[CH:9]=[CH:8][C:5]=1[C:6]#[N:7]. The catalyst class is: 21. (2) Reactant: [F:1][C:2]1[CH:10]=[CH:9][CH:8]=[CH:7][C:3]=1[C:4](Cl)=[O:5].Cl.[NH:12]1[CH2:17][CH2:16][C:15](=[O:18])[CH2:14][CH2:13]1.CCN(C(C)C)C(C)C. Product: [F:1][C:2]1[CH:10]=[CH:9][CH:8]=[CH:7][C:3]=1[C:4]([N:12]1[CH2:17][CH2:16][C:15](=[O:18])[CH2:14][CH2:13]1)=[O:5]. The catalyst class is: 2. (3) Reactant: [CH3:1][O:2][CH2:3][CH2:4][O:5][C:6]1[CH:7]=[C:8]2[C:13](=[CH:14][C:15]=1[O:16][CH2:17][CH2:18][O:19][CH3:20])[N:12]=[CH:11][N:10]=[C:9]2[O:21][C:22]1[CH:23]=[C:24]([NH:28][C:29]([NH:31][C:32]2[CH:36]=[C:35]([C:37]([CH3:40])([CH3:39])[CH3:38])[O:34][N:33]=2)=[O:30])[CH:25]=[CH:26][CH:27]=1.[ClH:41].CCOCC. Product: [ClH:41].[CH3:1][O:2][CH2:3][CH2:4][O:5][C:6]1[CH:7]=[C:8]2[C:13](=[CH:14][C:15]=1[O:16][CH2:17][CH2:18][O:19][CH3:20])[N:12]=[CH:11][N:10]=[C:9]2[O:21][C:22]1[CH:23]=[C:24]([NH:28][C:29]([NH:31][C:32]2[CH:36]=[C:35]([C:37]([CH3:40])([CH3:39])[CH3:38])[O:34][N:33]=2)=[O:30])[CH:25]=[CH:26][CH:27]=1. The catalyst class is: 61.